This data is from Full USPTO retrosynthesis dataset with 1.9M reactions from patents (1976-2016). The task is: Predict the reactants needed to synthesize the given product. (1) Given the product [Cl:30][C:18]1[C:19]([C:21]2[C:29]3[C:24](=[CH:25][CH:26]=[CH:27][CH:28]=3)[NH:23][CH:22]=2)=[N:20][C:15]([NH:14][CH:12]2[CH2:13][NH:8][CH2:9][CH:10]([C:31]([OH:33])=[O:32])[CH2:11]2)=[N:16][CH:17]=1, predict the reactants needed to synthesize it. The reactants are: C(OC([N:8]1[CH2:13][CH:12]([NH:14][C:15]2[N:20]=[C:19]([C:21]3[C:29]4[C:24](=[CH:25][CH:26]=[CH:27][CH:28]=4)[NH:23][CH:22]=3)[C:18]([Cl:30])=[CH:17][N:16]=2)[CH2:11][CH:10]([C:31]([OH:33])=[O:32])[CH2:9]1)=O)(C)(C)C.Cl.CC(=O)OCC. (2) Given the product [CH3:40][C:37]1[CH:36]=[C:35]([C:2]2[N:7]=[CH:6][C:5]3[CH:8]=[N:9][N:10]([C:11]4[N:16]=[C:15]([N:17]5[CH2:22][CH2:21][N:20]([C:23]([O:25][C:26]([CH3:29])([CH3:27])[CH3:28])=[O:24])[CH2:19][CH2:18]5)[CH:14]=[CH:13][CH:12]=4)[C:4]=3[CH:3]=2)[S:39][N:38]=1, predict the reactants needed to synthesize it. The reactants are: Cl[C:2]1[N:7]=[CH:6][C:5]2[CH:8]=[N:9][N:10]([C:11]3[N:16]=[C:15]([N:17]4[CH2:22][CH2:21][N:20]([C:23]([O:25][C:26]([CH3:29])([CH3:28])[CH3:27])=[O:24])[CH2:19][CH2:18]4)[CH:14]=[CH:13][CH:12]=3)[C:4]=2[CH:3]=1.C([Sn](CCCC)(CCCC)[C:35]1[S:39][N:38]=[C:37]([CH3:40])[CH:36]=1)CCC. (3) Given the product [Br:1][C:2]1[CH:7]=[CH:6][CH:5]=[C:4]([Br:8])[N+:3]=1[O-:9], predict the reactants needed to synthesize it. The reactants are: [Br:1][C:2]1[CH:7]=[CH:6][CH:5]=[C:4]([Br:8])[N:3]=1.[OH:9]O. (4) Given the product [CH3:9][C:3]1[C:2]([NH2:1])=[N:7][CH:6]=[N:5][C:4]=1[O:8][CH3:10], predict the reactants needed to synthesize it. The reactants are: [NH2:1][C:2]1[NH:7][CH:6]=[N:5][C:4](=[O:8])[C:3]=1[CH3:9].[C:10]1(P(C2C=CC=CC=2)C2C=CC=CC=2)C=CC=CC=1.CO.CC(OC(/N=N/C(OC(C)C)=O)=O)C. (5) Given the product [F:66][CH:44]([CH2:45][N:46]1[CH:50]=[C:49]([C:51](=[O:52])[NH:53][CH2:54][C:55]2[CH:60]=[CH:59][CH:58]=[C:57]([O:61][C:62]([F:65])([F:63])[F:64])[CH:56]=2)[N:48]=[N:47]1)[CH2:43][CH2:42][N:39]1[CH:40]=[CH:41][C:36]([NH:35][C:24](=[O:26])[O:11][CH2:10][C:6]2[CH:7]=[CH:8][CH:9]=[C:4]([O:3][C:2]([F:12])([F:13])[F:1])[CH:5]=2)=[N:37][C:38]1=[O:67], predict the reactants needed to synthesize it. The reactants are: [F:1][C:2]([F:13])([F:12])[O:3][C:4]1[CH:5]=[C:6]([CH2:10][OH:11])[CH:7]=[CH:8][CH:9]=1.CCN(C(C)C)C(C)C.Cl[C:24](Cl)([O:26]C(=O)OC(Cl)(Cl)Cl)Cl.[NH2:35][C:36]1[CH:41]=[CH:40][N:39]([CH2:42][CH2:43][CH:44]([F:66])[CH2:45][N:46]2[CH:50]=[C:49]([C:51]([NH:53][CH2:54][C:55]3[CH:60]=[CH:59][CH:58]=[C:57]([O:61][C:62]([F:65])([F:64])[F:63])[CH:56]=3)=[O:52])[N:48]=[N:47]2)[C:38](=[O:67])[N:37]=1. (6) Given the product [CH2:1]([NH:3][C:4]([NH:6][C:7]1[S:8][C:9]2[C:15]([C:16]3[N:17]=[C:18]([OH:21])[S:19][CH:20]=3)=[CH:14][C:13]([C:23]3[CH:24]=[N:25][CH:26]=[CH:27][CH:28]=3)=[CH:12][C:10]=2[N:11]=1)=[O:5])[CH3:2], predict the reactants needed to synthesize it. The reactants are: [CH2:1]([NH:3][C:4]([NH:6][C:7]1[S:8][C:9]2[C:15]([C:16]3[N:17]=[C:18]([O:21]C)[S:19][CH:20]=3)=[CH:14][C:13]([C:23]3[CH:24]=[N:25][CH:26]=[CH:27][CH:28]=3)=[CH:12][C:10]=2[N:11]=1)=[O:5])[CH3:2].B(Br)(Br)Br. (7) Given the product [C:19]([O:18][C:16]([N:11]1[CH2:10][C:9]2[C:13](=[CH:14][CH:15]=[C:7]([NH:6][C:24]3[CH:29]=[CH:28][CH:27]=[CH:26][C:25]=3[N+:30]([O-:32])=[O:31])[CH:8]=2)[CH2:12]1)=[O:17])([CH3:22])([CH3:21])[CH3:20], predict the reactants needed to synthesize it. The reactants are: CN(C)C=O.[NH2:6][C:7]1[CH:8]=[C:9]2[C:13](=[CH:14][CH:15]=1)[CH2:12][N:11]([C:16]([O:18][C:19]([CH3:22])([CH3:21])[CH3:20])=[O:17])[CH2:10]2.F[C:24]1[CH:29]=[CH:28][CH:27]=[CH:26][C:25]=1[N+:30]([O-:32])=[O:31].C(=O)([O-])[O-].[K+].[K+]. (8) Given the product [Si:17]([O:16][CH2:15][C:14]1[C:9]([OH:8])=[CH:10][N:11]=[CH:12][C:13]=1[OH:24])([C:20]([CH3:23])([CH3:22])[CH3:21])([CH3:19])[CH3:18], predict the reactants needed to synthesize it. The reactants are: C([O:8][C:9]1[CH:10]=[N:11][CH:12]=[C:13]([O:24]CC2C=CC=CC=2)[C:14]=1[CH2:15][O:16][Si:17]([C:20]([CH3:23])([CH3:22])[CH3:21])([CH3:19])[CH3:18])C1C=CC=CC=1.